This data is from Reaction yield outcomes from USPTO patents with 853,638 reactions. The task is: Predict the reaction yield, written as a fraction of the theoretical maximum amount of product (1.0 means a 100% yield; for example, 0.34 means a 34% yield). (1) The reactants are OS(O)(=O)=O.[CH3:6][O:7][C:8]([C:10]1[CH:28]=[CH:27][CH:26]=[CH:25][C:11]=1[O:12][C:13]1[CH:21]=[CH:20][C:16]([C:17]([OH:19])=[O:18])=[CH:15][C:14]=1[N+:22]([O-:24])=[O:23])=[O:9].[CH3:29]O. No catalyst specified. The product is [CH3:6][O:7][C:8]([C:10]1[CH:28]=[CH:27][CH:26]=[CH:25][C:11]=1[O:12][C:13]1[CH:21]=[CH:20][C:16]([C:17]([O:19][CH3:29])=[O:18])=[CH:15][C:14]=1[N+:22]([O-:24])=[O:23])=[O:9]. The yield is 0.790. (2) The reactants are [Cl:1][C:2]1[CH:7]=[CH:6][N:5]=[C:4]([O:8][C:9]2[CH:16]=[CH:15][C:12]([CH:13]=O)=[CH:11][CH:10]=2)[CH:3]=1.[BH4-].[Na+].S(Cl)(Cl)=O.[CH3:23][N:24]1[CH:28]=[C:27]([CH2:29][C:30]2[C:31](=[O:37])[NH:32][C:33](=[S:36])[NH:34][CH:35]=2)[CH:26]=[N:25]1. The catalyst is CO.C(Cl)Cl. The product is [Cl:1][C:2]1[CH:7]=[CH:6][N:5]=[C:4]([O:8][C:9]2[CH:16]=[CH:15][C:12]([CH2:13][S:36][C:33]3[NH:34][CH:35]=[C:30]([CH2:29][C:27]4[CH:26]=[N:25][N:24]([CH3:23])[CH:28]=4)[C:31](=[O:37])[N:32]=3)=[CH:11][CH:10]=2)[CH:3]=1. The yield is 0.584. (3) The reactants are CS(Cl)(=O)=O.[CH3:6][C:7]([NH:14][S:15]([CH2:18][CH:19](O)[C:20]1[CH:21]=[N:22][CH:23]=[CH:24][CH:25]=1)(=[O:17])=[O:16])([CH3:13])[CH2:8][C:9]([CH3:12])([CH3:11])[CH3:10].C(N(CC)CC)C.O. The catalyst is ClCCl. The product is [CH3:13][C:7]([NH:14][S:15](/[CH:18]=[CH:19]/[C:20]1[CH:21]=[N:22][CH:23]=[CH:24][CH:25]=1)(=[O:17])=[O:16])([CH3:6])[CH2:8][C:9]([CH3:10])([CH3:11])[CH3:12]. The yield is 0.730. (4) The reactants are C[O:2][C:3](=[O:43])[C:4]1[C:9]([O:10][C:11]2[CH:16]=[CH:15][CH:14]=[C:13]([O:17][CH2:18][CH2:19][CH2:20][O:21][C:22]3[CH:27]=[C:26]([O:28]CC4C=CC=CC=4)[C:25](Br)=[CH:24][C:23]=3[CH2:37][CH3:38])[C:12]=2[CH2:39][CH2:40][CH3:41])=[CH:8][CH:7]=[CH:6][C:5]=1[F:42].C(=O)([O-])[O-].[Na+:48].[Na+].[F:50][C:51]1[CH:56]=[CH:55][C:54](B(O)O)=[CH:53][CH:52]=1. The catalyst is C1C=CC=CC=1.C(O)C.C(OCC)(=O)C.C1C=CC([P]([Pd]([P](C2C=CC=CC=2)(C2C=CC=CC=2)C2C=CC=CC=2)([P](C2C=CC=CC=2)(C2C=CC=CC=2)C2C=CC=CC=2)[P](C2C=CC=CC=2)(C2C=CC=CC=2)C2C=CC=CC=2)(C2C=CC=CC=2)C2C=CC=CC=2)=CC=1. The product is [OH2:2].[Na+:48].[Na+:48].[F:42][C:5]1[CH:6]=[CH:7][CH:8]=[C:9]([O:10][C:11]2[CH:16]=[CH:15][CH:14]=[C:13]([O:17][CH2:18][CH2:19][CH2:20][O:21][C:22]3[CH:27]=[C:26]([OH:28])[C:25]([C:54]4[CH:55]=[CH:56][C:51]([F:50])=[CH:52][CH:53]=4)=[CH:24][C:23]=3[CH2:37][CH3:38])[C:12]=2[CH2:39][CH2:40][CH3:41])[C:4]=1[C:3]([O-:2])=[O:43].[F:42][C:5]1[CH:6]=[CH:7][CH:8]=[C:9]([O:10][C:11]2[CH:16]=[CH:15][CH:14]=[C:13]([O:17][CH2:18][CH2:19][CH2:20][O:21][C:22]3[CH:27]=[C:26]([OH:28])[C:25]([C:54]4[CH:55]=[CH:56][C:51]([F:50])=[CH:52][CH:53]=4)=[CH:24][C:23]=3[CH2:37][CH3:38])[C:12]=2[CH2:39][CH2:40][CH3:41])[C:4]=1[C:3]([O-:2])=[O:43]. The yield is 0.250. (5) The reactants are [C:1]1([C:7]2[N:24]=[C:23](Cl)[C:22]3[C:9](=[CH:10][C:11]4[C:20]([CH:21]=3)=[CH:19][C:18]3[C:13](=[C:14](Cl)[N:15]=[C:16]([C:26]5[CH:31]=[CH:30][CH:29]=[CH:28][CH:27]=5)[CH:17]=3)[CH:12]=4)[CH:8]=2)[CH:6]=[CH:5][CH:4]=[CH:3][CH:2]=1.C1OCCOCCOCCOCCOCCOC1.[C-:51]#[N:52].[K+].C[N:55]([CH:57]=O)C. No catalyst specified. The product is [C:1]1([C:7]2[N:24]=[C:23]([C:51]#[N:52])[C:22]3[C:9](=[CH:10][C:11]4[C:20]([CH:21]=3)=[CH:19][C:18]3[C:13](=[C:14]([C:57]#[N:55])[N:15]=[C:16]([C:26]5[CH:31]=[CH:30][CH:29]=[CH:28][CH:27]=5)[CH:17]=3)[CH:12]=4)[CH:8]=2)[CH:6]=[CH:5][CH:4]=[CH:3][CH:2]=1. The yield is 0.440. (6) The reactants are [F:1][C:2]1[CH:7]=[CH:6][CH:5]=[C:4]([F:8])[C:3]=1[C:9]1[N:13]([S:14]([C:17]2[CH:18]=[N:19][CH:20]=[CH:21][CH:22]=2)(=[O:16])=[O:15])[CH:12]=[C:11]([CH:23]=[O:24])[CH:10]=1.[Cl:25]N1C(=O)CCC1=O.O. The catalyst is O1CCCC1.CN(C)C=O. The product is [Cl:25][C:12]1[N:13]([S:14]([C:17]2[CH:18]=[N:19][CH:20]=[CH:21][CH:22]=2)(=[O:16])=[O:15])[C:9]([C:3]2[C:2]([F:1])=[CH:7][CH:6]=[CH:5][C:4]=2[F:8])=[CH:10][C:11]=1[CH:23]=[O:24]. The yield is 0.580. (7) The reactants are [Cl-].FC1C=CC(C[P+](C2C=CC=CC=2)(C2C=CC=CC=2)C2C=CC=CC=2)=CC=1.C([Li])CCC.[CH2:34]([N:41]1[CH2:46][CH:45]2[CH2:47][CH2:48][CH:42]1[C:43](=O)[CH2:44]2)[C:35]1[CH:40]=[CH:39][CH:38]=[CH:37][CH:36]=1.[Cl-].[Na+]. The catalyst is O1CCCC1. The product is [C:35]1([CH2:34][N:41]2[CH2:46][CH:45]3[CH2:47][CH2:48][CH:42]2[CH2:43][CH2:44]3)[CH:36]=[CH:37][CH:38]=[CH:39][CH:40]=1. The yield is 0.990. (8) The reactants are FC1C=CC=CC=1C1CCCN(C(C2C=CN=C(N(C)C)C=2)=O)C1.[Cl:25][C:26]1[CH:31]=[CH:30][C:29]([CH:32]2[CH2:37][CH2:36][CH2:35][NH:34][CH2:33]2)=[CH:28][CH:27]=1.[CH2:38]([O:40][C:41]1[CH:42]=[C:43]([CH:47]=[CH:48][N:49]=1)[C:44](O)=[O:45])[CH3:39]. No catalyst specified. The product is [Cl:25][C:26]1[CH:27]=[CH:28][C:29]([CH:32]2[CH2:37][CH2:36][CH2:35][N:34]([C:44]([C:43]3[CH:47]=[CH:48][N:49]=[C:41]([O:40][CH2:38][CH3:39])[CH:42]=3)=[O:45])[CH2:33]2)=[CH:30][CH:31]=1. The yield is 0.670. (9) The reactants are [NH:1]1[CH:5]=[C:4]([C:6]([O:8][CH3:9])=[O:7])[N:3]=[CH:2]1.[F:10][C:11]([F:21])([F:20])[C:12]1[CH:19]=[CH:18][C:15]([CH2:16]O)=[CH:14][CH:13]=1.C1(P(C2C=CC=CC=2)C2C=CC=CC=2)C=CC=CC=1.C1(C)C=CC=CC=1.N(C(OC(C)C)=O)=NC(OC(C)C)=O. The catalyst is O1CCCC1. The product is [F:10][C:11]([F:20])([F:21])[C:12]1[CH:19]=[CH:18][C:15]([CH2:16][N:3]2[C:4]([C:6]([O:8][CH3:9])=[O:7])=[CH:5][N:1]=[CH:2]2)=[CH:14][CH:13]=1. The yield is 0.690. (10) The reactants are O[CH2:2][C:3]1[O:4][CH:5]=[C:6]([O:10][CH2:11][CH2:12][CH2:13][CH2:14][CH2:15][S:16][C:17]2[C:26]3[C:21](=[CH:22][C:23]([C:27]([F:30])([F:29])[F:28])=[CH:24][CH:25]=3)[N:20]=[CH:19][CH:18]=2)[C:7](=[O:9])[CH:8]=1.C(N(S(F)(F)[F:37])CC)C. The catalyst is ClCCl. The product is [F:28][C:27]([F:30])([F:29])[C:23]1[CH:22]=[C:21]2[C:26]([C:17]([S:16][CH2:15][CH2:14][CH2:13][CH2:12][CH2:11][O:10][C:6]3[C:7](=[O:9])[CH:8]=[C:3]([CH2:2][F:37])[O:4][CH:5]=3)=[CH:18][CH:19]=[N:20]2)=[CH:25][CH:24]=1. The yield is 0.350.